Task: Predict which catalyst facilitates the given reaction.. Dataset: Catalyst prediction with 721,799 reactions and 888 catalyst types from USPTO (1) Reactant: Cl.[F:2][C:3]1[CH:11]=[C:10]2[C:6]([C:7]([C:21]3[CH:22]=[N:23][N:24]([CH:26]4[CH2:31][CH2:30][NH:29][CH2:28][CH2:27]4)[CH:25]=3)=[CH:8][N:9]2[S:12]([C:15]2[CH:20]=[CH:19][CH:18]=[CH:17][CH:16]=2)(=[O:14])=[O:13])=[CH:5][CH:4]=1.[CH:32]1([C:35](O)=[O:36])[CH2:34][CH2:33]1. Product: [CH:32]1([C:35]([N:29]2[CH2:30][CH2:31][CH:26]([N:24]3[CH:25]=[C:21]([C:7]4[C:6]5[C:10](=[CH:11][C:3]([F:2])=[CH:4][CH:5]=5)[N:9]([S:12]([C:15]5[CH:16]=[CH:17][CH:18]=[CH:19][CH:20]=5)(=[O:13])=[O:14])[CH:8]=4)[CH:22]=[N:23]3)[CH2:27][CH2:28]2)=[O:36])[CH2:34][CH2:33]1. The catalyst class is: 3. (2) Reactant: [F:1][C:2]([F:12])([F:11])[C:3]1[CH:10]=[CH:9][CH:8]=[CH:7][C:4]=1[CH:5]=O.Cl.[S:14]1[CH:18]=[CH:17][N:16]=[C:15]1[C:19](=[NH:21])[NH2:20].O=[C:23]([CH3:30])[CH2:24][C:25]([O:27][CH2:28][CH3:29])=[O:26].C([O-])(=O)C.[Na+]. Product: [CH3:30][C:23]1[NH:20][C:19]([C:15]2[S:14][CH:18]=[CH:17][N:16]=2)=[N:21][CH:5]([C:4]2[CH:7]=[CH:8][CH:9]=[CH:10][C:3]=2[C:2]([F:12])([F:11])[F:1])[C:24]=1[C:25]([O:27][CH2:28][CH3:29])=[O:26]. The catalyst class is: 8. (3) The catalyst class is: 5. Product: [N:30]1([CH2:29][CH2:28][O:27][C:22]2[CH:23]=[C:24]3[C:19](=[CH:20][CH:21]=2)[CH:18]=[C:17]([C:11]2[C:10]4[C:14](=[CH:15][CH:16]=[C:8]([C:6]5[N:7]=[C:40]([CH2:39][CH:38]([CH3:44])[CH3:37])[NH:42][N:43]=5)[CH:9]=4)[NH:13][N:12]=2)[CH:26]=[CH:25]3)[CH2:36][CH2:35][CH2:34][CH2:33][CH2:32][CH2:31]1. Reactant: Cl.Cl.C(O[C:6]([C:8]1[CH:9]=[C:10]2[C:14](=[CH:15][CH:16]=1)[NH:13][N:12]=[C:11]2[C:17]1[CH:26]=[CH:25][C:24]2[C:19](=[CH:20][CH:21]=[C:22]([O:27][CH2:28][CH2:29][N:30]3[CH2:36][CH2:35][CH2:34][CH2:33][CH2:32][CH2:31]3)[CH:23]=2)[CH:18]=1)=[NH:7])C.[CH3:37][CH:38]([CH3:44])[CH2:39][C:40]([NH:42][NH2:43])=O.C(N(CC)CC)C. (4) Reactant: [NH2:1][C@@H:2]([CH2:30][C:31]1[CH:36]=[CH:35][CH:34]=[CH:33][CH:32]=1)[C:3]([N:5]1[CH2:10][CH2:9][CH:8]([N:11]2[C:16](=[O:17])[C:15]([CH3:19])([CH3:18])[CH2:14][C:13]([C:20]3[CH:25]=[CH:24][C:23]([O:26][CH3:27])=[C:22]([O:28][CH3:29])[CH:21]=3)=[N:12]2)[CH2:7][CH2:6]1)=[O:4].[CH:37]1([CH2:40][O:41][C:42]2[CH:50]=[CH:49][C:45]3[O:46][CH2:47][O:48][C:44]=3[C:43]=2[C:51]2[C:52]3[NH:59][CH:58]=[C:57]([C:60](O)=[O:61])[C:53]=3[N:54]=[CH:55][N:56]=2)[CH2:39][CH2:38]1.CCOC(C(C#N)=NOC(N1CCOCC1)=[N+](C)C)=O.F[P-](F)(F)(F)(F)F.CCN(C(C)C)C(C)C. Product: [CH:37]1([CH2:40][O:41][C:42]2[CH:50]=[CH:49][C:45]3[O:46][CH2:47][O:48][C:44]=3[C:43]=2[C:51]2[C:52]3[NH:59][CH:58]=[C:57]([C:60]([NH:1][C@@H:2]([CH2:30][C:31]4[CH:36]=[CH:35][CH:34]=[CH:33][CH:32]=4)[C:3]([N:5]4[CH2:6][CH2:7][CH:8]([N:11]5[C:16](=[O:17])[C:15]([CH3:19])([CH3:18])[CH2:14][C:13]([C:20]6[CH:25]=[CH:24][C:23]([O:26][CH3:27])=[C:22]([O:28][CH3:29])[CH:21]=6)=[N:12]5)[CH2:9][CH2:10]4)=[O:4])=[O:61])[C:53]=3[N:54]=[CH:55][N:56]=2)[CH2:38][CH2:39]1. The catalyst class is: 2.